This data is from NCI-60 drug combinations with 297,098 pairs across 59 cell lines. The task is: Regression. Given two drug SMILES strings and cell line genomic features, predict the synergy score measuring deviation from expected non-interaction effect. (1) Drug 1: C1=CN(C(=O)N=C1N)C2C(C(C(O2)CO)O)O.Cl. Drug 2: CC1=C(C(=CC=C1)Cl)NC(=O)C2=CN=C(S2)NC3=CC(=NC(=N3)C)N4CCN(CC4)CCO. Cell line: CCRF-CEM. Synergy scores: CSS=62.4, Synergy_ZIP=-0.820, Synergy_Bliss=-0.979, Synergy_Loewe=-8.91, Synergy_HSA=0.301. (2) Drug 1: C1CNP(=O)(OC1)N(CCCl)CCCl. Drug 2: C1CN(P(=O)(OC1)NCCCl)CCCl. Cell line: TK-10. Synergy scores: CSS=43.1, Synergy_ZIP=12.5, Synergy_Bliss=10.8, Synergy_Loewe=-0.623, Synergy_HSA=10.5. (3) Drug 1: CCC1=C2CN3C(=CC4=C(C3=O)COC(=O)C4(CC)O)C2=NC5=C1C=C(C=C5)O. Drug 2: CS(=O)(=O)OCCCCOS(=O)(=O)C. Cell line: 786-0. Synergy scores: CSS=54.3, Synergy_ZIP=-2.19, Synergy_Bliss=-3.60, Synergy_Loewe=-49.3, Synergy_HSA=-2.14. (4) Cell line: HCT116. Drug 1: CCC1(C2=C(COC1=O)C(=O)N3CC4=CC5=C(C=CC(=C5CN(C)C)O)N=C4C3=C2)O.Cl. Drug 2: COCCOC1=C(C=C2C(=C1)C(=NC=N2)NC3=CC=CC(=C3)C#C)OCCOC.Cl. Synergy scores: CSS=55.3, Synergy_ZIP=5.49, Synergy_Bliss=4.05, Synergy_Loewe=-31.9, Synergy_HSA=4.42. (5) Drug 1: CCCCCOC(=O)NC1=NC(=O)N(C=C1F)C2C(C(C(O2)C)O)O. Drug 2: C(CC(=O)O)C(=O)CN.Cl. Cell line: UACC-257. Synergy scores: CSS=5.88, Synergy_ZIP=-0.833, Synergy_Bliss=1.76, Synergy_Loewe=1.17, Synergy_HSA=0.829. (6) Drug 1: C1=CC(=CC=C1C#N)C(C2=CC=C(C=C2)C#N)N3C=NC=N3. Drug 2: CC1=C(C=C(C=C1)C(=O)NC2=CC(=CC(=C2)C(F)(F)F)N3C=C(N=C3)C)NC4=NC=CC(=N4)C5=CN=CC=C5. Cell line: M14. Synergy scores: CSS=2.88, Synergy_ZIP=0.601, Synergy_Bliss=2.17, Synergy_Loewe=1.05, Synergy_HSA=0.696. (7) Synergy scores: CSS=54.4, Synergy_ZIP=2.50, Synergy_Bliss=1.94, Synergy_Loewe=-19.2, Synergy_HSA=-0.572. Drug 1: CCN(CC)CCNC(=O)C1=C(NC(=C1C)C=C2C3=C(C=CC(=C3)F)NC2=O)C. Drug 2: CC1C(C(CC(O1)OC2CC(OC(C2O)C)OC3=CC4=CC5=C(C(=O)C(C(C5)C(C(=O)C(C(C)O)O)OC)OC6CC(C(C(O6)C)O)OC7CC(C(C(O7)C)O)OC8CC(C(C(O8)C)O)(C)O)C(=C4C(=C3C)O)O)O)O. Cell line: HCC-2998. (8) Drug 1: C1=NC2=C(N1)C(=S)N=C(N2)N. Drug 2: CS(=O)(=O)OCCCCOS(=O)(=O)C. Cell line: MDA-MB-435. Synergy scores: CSS=3.74, Synergy_ZIP=-3.40, Synergy_Bliss=3.81, Synergy_Loewe=-25.6, Synergy_HSA=-5.32.